From a dataset of Catalyst prediction with 721,799 reactions and 888 catalyst types from USPTO. Predict which catalyst facilitates the given reaction. (1) Reactant: [N+:1]([O-:4])([OH:3])=O.[N+:5]([C:8]1[N:9]=[CH:10][NH:11][CH:12]=1)([O-:7])=[O:6].C(OC(=O)C)(=O)C. Product: [N+:1]([N:11]1[CH:12]=[C:8]([N+:5]([O-:7])=[O:6])[N:9]=[CH:10]1)([O-:4])=[O:3]. The catalyst class is: 15. (2) Reactant: C(=O)([O-])[O-].[Zn+2:5].[NH2:6][C@H:7]([C:13]([OH:15])=[O:14])[CH2:8][CH2:9][C:10]([OH:12])=[O:11]. Product: [Zn:5].[NH2:6][C@H:7]([C:13]([OH:15])=[O:14])[CH2:8][CH2:9][C:10]([OH:12])=[O:11]. The catalyst class is: 6. (3) Reactant: CC1(C)C(C)(C)OB([C:9]2[CH:26]=[CH:25][C:12]3[CH2:13][CH2:14][N:15]([C:18]([O:20][C:21]([CH3:24])([CH3:23])[CH3:22])=[O:19])[CH2:16][CH2:17][C:11]=3[CH:10]=2)O1.Br[C:29]1[CH:36]=[CH:35][C:32]([C:33]#[N:34])=[CH:31][CH:30]=1.C(=O)([O-])[O-].[Na+].[Na+].COCCOC.O.C(O)C. Product: [C:33]([C:32]1[CH:35]=[CH:36][C:29]([C:9]2[CH:26]=[CH:25][C:12]3[CH2:13][CH2:14][N:15]([C:18]([O:20][C:21]([CH3:23])([CH3:24])[CH3:22])=[O:19])[CH2:16][CH2:17][C:11]=3[CH:10]=2)=[CH:30][CH:31]=1)#[N:34]. The catalyst class is: 13. (4) Reactant: [Cl:1][C:2]1[CH:3]=[C:4]([CH:7]=[C:8]([O:10][C:11]2[C:16](=[O:17])[N:15]([CH2:18][C:19]3[C:20]([O:29][CH3:30])=[N:21][C:22](S(C)(=O)=O)=[N:23][CH:24]=3)[CH:14]=[N:13][C:12]=2[C:31]([F:34])([F:33])[F:32])[CH:9]=1)[C:5]#[N:6].[CH3:35][O-:36].[Na+]. Product: [Cl:1][C:2]1[CH:3]=[C:4]([CH:7]=[C:8]([O:10][C:11]2[C:16](=[O:17])[N:15]([CH2:18][C:19]3[C:20]([O:29][CH3:30])=[N:21][C:22]([O:36][CH3:35])=[N:23][CH:24]=3)[CH:14]=[N:13][C:12]=2[C:31]([F:34])([F:33])[F:32])[CH:9]=1)[C:5]#[N:6]. The catalyst class is: 1. (5) Reactant: [CH3:1][O:2][CH2:3][CH2:4][CH2:5][O:6][C:7]1[CH:8]=[C:9]([CH:28]=[CH:29][C:30]=1[O:31][CH3:32])[CH2:10][C@H:11]([CH:25]([CH3:27])[CH3:26])[CH2:12][CH:13]([NH:17][C:18](=[O:24])[O:19][C:20]([CH3:23])([CH3:22])[CH3:21])[CH:14]1[CH2:16][O:15]1.[OH-].[NH4+:34]. Product: [CH3:1][O:2][CH2:3][CH2:4][CH2:5][O:6][C:7]1[CH:8]=[C:9]([CH:28]=[CH:29][C:30]=1[O:31][CH3:32])[CH2:10][C@H:11]([CH:25]([CH3:27])[CH3:26])[CH2:12][C@H:13]([NH:17][C:18](=[O:24])[O:19][C:20]([CH3:23])([CH3:22])[CH3:21])[C@@H:14]([OH:15])[CH2:16][NH2:34]. The catalyst class is: 5. (6) Reactant: O[CH2:2][C@H:3]1[N:7]([C:8]([C:10]2[CH:15]=[C:14]([CH3:16])[CH:13]=[CH:12][C:11]=2[N:17]2[N:21]=[CH:20][CH:19]=[N:18]2)=[O:9])[CH2:6][C@H:5]([CH3:22])[O:4]1.CS(Cl)(=O)=O.[F:28][C:29]1[CH:30]=[CH:31][C:32]([C:35]2[CH:36]=[N:37][NH:38][CH:39]=2)=[N:33][CH:34]=1.C([O-])([O-])=O.[Cs+].[Cs+]. Product: [F:28][C:29]1[CH:30]=[CH:31][C:32]([C:35]2[CH:39]=[N:38][N:37]([CH2:2][C@H:3]3[N:7]([C:8]([C:10]4[CH:15]=[C:14]([CH3:16])[CH:13]=[CH:12][C:11]=4[N:17]4[N:18]=[CH:19][CH:20]=[N:21]4)=[O:9])[CH2:6][C@H:5]([CH3:22])[O:4]3)[CH:36]=2)=[N:33][CH:34]=1. The catalyst class is: 146. (7) Reactant: [NH:1]1[CH2:5][CH2:4][N:3]=[C:2]1[C:6]1([C:9]2[CH:14]=[CH:13][C:12]([N:15]3[CH2:20][CH2:19][C:18]4[C:21]([C:32]([F:35])([F:34])[F:33])=[N:22][N:23]([C:24]5[CH:29]=[CH:28][C:27]([O:30][CH3:31])=[CH:26][CH:25]=5)[C:17]=4[C:16]3=[O:36])=[CH:11][CH:10]=2)[CH2:8][CH2:7]1.CCN(CC)CC.[CH3:44][S:45](Cl)(=[O:47])=[O:46]. Product: [CH3:44][S:45]([N:3]1[CH2:4][CH2:5][N:1]=[C:2]1[C:6]1([C:9]2[CH:10]=[CH:11][C:12]([N:15]3[CH2:20][CH2:19][C:18]4[C:21]([C:32]([F:33])([F:34])[F:35])=[N:22][N:23]([C:24]5[CH:29]=[CH:28][C:27]([O:30][CH3:31])=[CH:26][CH:25]=5)[C:17]=4[C:16]3=[O:36])=[CH:13][CH:14]=2)[CH2:7][CH2:8]1)(=[O:47])=[O:46]. The catalyst class is: 2. (8) Reactant: [Br:1][C:2]1[CH:3]=[CH:4][C:5](F)=[C:6]([CH:9]=1)[CH:7]=[O:8].[Br:11][C:12]1[CH:17]=[CH:16][CH:15]=[CH:14][C:13]=1[OH:18].C(=O)([O-])[O-].[K+].[K+]. Product: [Br:1][C:2]1[CH:3]=[CH:4][C:5]([O:18][C:13]2[CH:14]=[CH:15][CH:16]=[CH:17][C:12]=2[Br:11])=[C:6]([CH:9]=1)[CH:7]=[O:8]. The catalyst class is: 566. (9) Reactant: [NH2:1][C:2]1[N:7]=[C:6]([N:8]([CH3:15])[C:9]2[CH:14]=[CH:13][CH:12]=[CH:11][CH:10]=2)[N:5]=[C:4]([C:16]2[N:20]=[C:19]([C:21](OCC)=[O:22])[O:18][N:17]=2)[N:3]=1.C[Al](C)C.[CH3:30][O:31][C:32]1[N:37]=[CH:36][C:35]([NH2:38])=[CH:34][CH:33]=1. Product: [NH2:1][C:2]1[N:7]=[C:6]([N:8]([CH3:15])[C:9]2[CH:14]=[CH:13][CH:12]=[CH:11][CH:10]=2)[N:5]=[C:4]([C:16]2[N:20]=[C:19]([C:21]([NH:38][C:35]3[CH:36]=[N:37][C:32]([O:31][CH3:30])=[CH:33][CH:34]=3)=[O:22])[O:18][N:17]=2)[N:3]=1. The catalyst class is: 11.